Dataset: Catalyst prediction with 721,799 reactions and 888 catalyst types from USPTO. Task: Predict which catalyst facilitates the given reaction. (1) Reactant: [Cl:1][C:2]1[CH:13]=[CH:12][C:5]([O:6][C:7]([CH3:11])([CH3:10])[C:8]#[N:9])=[C:4]([F:14])[CH:3]=1.Cl.[CH2:16]([OH:18])[CH3:17]. Product: [ClH:1].[Cl:1][C:2]1[CH:13]=[CH:12][C:5]([O:6][C:7]([CH3:11])([CH3:10])[C:8](=[NH:9])[O:18][CH2:16][CH3:17])=[C:4]([F:14])[CH:3]=1. The catalyst class is: 4. (2) Reactant: [NH2:1][C:2]1[C:7]([F:8])=[C:6]([CH2:9][CH2:10][CH3:11])[N:5]=[C:4]([CH:12]=[O:13])[C:3]=1[Cl:14].CC(=CC)C.P([O-])([O-])(O)=[O:21].[Na+].[Na+].Cl([O-])=O.[Na+]. Product: [NH2:1][C:2]1[C:7]([F:8])=[C:6]([CH2:9][CH2:10][CH3:11])[N:5]=[C:4]([C:12]([OH:21])=[O:13])[C:3]=1[Cl:14]. The catalyst class is: 878. (3) Reactant: C(OC([N:8]1[C:34]2[C:29](=[CH:30][CH:31]=[C:32]([CH:35]3[CH2:37][CH2:36]3)[CH:33]=2)[C:10]2([CH:15]([C:16]3[CH:21]=[CH:20][CH:19]=[C:18]([Cl:22])[CH:17]=3)[CH2:14][C:13](=[O:23])[NH:12][CH:11]2[C:24]2([CH2:27][CH3:28])[CH2:26][CH2:25]2)[C:9]1=[O:38])=O)(C)(C)C. Product: [CH:35]1([C:32]2[CH:33]=[C:34]3[NH:8][C:9](=[O:38])[C:10]4([CH:15]([C:16]5[CH:21]=[CH:20][CH:19]=[C:18]([Cl:22])[CH:17]=5)[CH2:14][C:13](=[O:23])[NH:12][CH:11]4[C:24]4([CH2:27][CH3:28])[CH2:25][CH2:26]4)[C:29]3=[CH:30][CH:31]=2)[CH2:36][CH2:37]1. The catalyst class is: 33. (4) Reactant: [C:1](Cl)(Cl)=[O:2].[Cl:5][C:6]1[N:11]=[CH:10][N:9]=[C:8]([O:12][C:13]2[CH:19]=[CH:18][C:16]([NH2:17])=[CH:15][CH:14]=2)[CH:7]=1. Product: [Cl:5][C:6]1[CH:7]=[C:8]([O:12][C:13]2[CH:19]=[CH:18][C:16]([N:17]=[C:1]=[O:2])=[CH:15][CH:14]=2)[N:9]=[CH:10][N:11]=1. The catalyst class is: 308.